From a dataset of Full USPTO retrosynthesis dataset with 1.9M reactions from patents (1976-2016). Predict the reactants needed to synthesize the given product. Given the product [NH2:4][C:3]1[CH:5]=[CH:6][CH:7]=[CH:8][C:2]=1[C:1](=[O:18])[CH2:11][CH:12]([CH3:14])[CH3:13], predict the reactants needed to synthesize it. The reactants are: [C:1](#N)[C:2]1[C:3](=[CH:5][CH:6]=[CH:7][CH:8]=1)[NH2:4].[Mg].[CH2:11]([Mg]Br)[CH:12]([CH3:14])[CH3:13].Cl.[O:18]1CCCC1.